Dataset: Full USPTO retrosynthesis dataset with 1.9M reactions from patents (1976-2016). Task: Predict the reactants needed to synthesize the given product. The reactants are: [CH3:1][C:2]1([CH3:10])[CH2:9][C:7](=O)[CH2:6][C:4](=[O:5])[CH2:3]1. Given the product [CH3:1][C:2]1([CH3:10])[CH2:9][CH2:7][CH2:6][C:4](=[O:5])[CH2:3]1, predict the reactants needed to synthesize it.